From a dataset of Full USPTO retrosynthesis dataset with 1.9M reactions from patents (1976-2016). Predict the reactants needed to synthesize the given product. (1) Given the product [CH3:1][O:2][C:3]([C:5]1[S:6][C:7]([C:10]2[CH:15]=[CH:14][CH:13]=[CH:12][C:11]=2[NH:16][C:33]([C:29]2[CH:28]=[C:27]([C:21]3[CH:22]=[C:23]([O:25][CH3:26])[CH:24]=[C:19]([O:18][CH3:17])[CH:20]=3)[CH:32]=[CH:31][CH:30]=2)=[O:34])=[CH:8][CH:9]=1)=[O:4], predict the reactants needed to synthesize it. The reactants are: [CH3:1][O:2][C:3]([C:5]1[S:6][C:7]([C:10]2[CH:15]=[CH:14][CH:13]=[CH:12][C:11]=2[NH2:16])=[CH:8][CH:9]=1)=[O:4].[CH3:17][O:18][C:19]1[CH:20]=[C:21]([C:27]2[CH:32]=[CH:31][CH:30]=[C:29]([C:33](Cl)=[O:34])[CH:28]=2)[CH:22]=[C:23]([O:25][CH3:26])[CH:24]=1. (2) Given the product [Cl:8][C:5]1[C:4]([S:9]([N:12]([CH2:14][CH2:15][N:16]([CH2:19][CH3:20])[CH2:17][CH3:18])[CH3:13])(=[O:11])=[O:10])=[C:3]([OH:21])[C:2]([NH:1][C:26]2[C:25](=[O:28])[C:24](=[O:29])[C:23]=2[Cl:22])=[CH:7][CH:6]=1, predict the reactants needed to synthesize it. The reactants are: [NH2:1][C:2]1[C:3]([OH:21])=[C:4]([S:9]([N:12]([CH2:14][CH2:15][N:16]([CH2:19][CH3:20])[CH2:17][CH3:18])[CH3:13])(=[O:11])=[O:10])[C:5]([Cl:8])=[CH:6][CH:7]=1.[Cl:22][C:23]1[C:24](=[O:29])[C:25](=[O:28])[C:26]=1Cl. (3) Given the product [C:3]([C:5]1[CH:23]=[C:22]([CH2:24][O:25][C:27]2[CH:28]=[C:29]3[N:36]([CH3:37])[CH2:35][CH2:34][N:30]3[C:31](=[O:33])[N:32]=2)[CH:21]=[CH:20][C:6]=1[O:7][C:8]1[CH:15]=[CH:14][C:11]([C:12]#[N:13])=[C:10]([C:16]([F:18])([F:17])[F:19])[CH:9]=1)#[N:4], predict the reactants needed to synthesize it. The reactants are: [H-].[Na+].[C:3]([C:5]1[CH:23]=[C:22]([CH2:24][OH:25])[CH:21]=[CH:20][C:6]=1[O:7][C:8]1[CH:15]=[CH:14][C:11]([C:12]#[N:13])=[C:10]([C:16]([F:19])([F:18])[F:17])[CH:9]=1)#[N:4].Cl[C:27]1[CH:28]=[C:29]2[N:36]([CH3:37])[CH2:35][CH2:34][N:30]2[C:31](=[O:33])[N:32]=1. (4) Given the product [CH3:17][C:18]([CH3:25])(/[CH:23]=[CH:7]/[C:8](=[O:10])[CH3:9])[C:19]([O:21][CH3:22])=[O:20], predict the reactants needed to synthesize it. The reactants are: COP([CH2:7][C:8](=[O:10])[CH3:9])(=O)OC.CC(C)([O-])C.[K+].[CH3:17][C:18]([CH3:25])([CH:23]=O)[C:19]([O:21][CH3:22])=[O:20]. (5) Given the product [CH:27]1[C:28]2[C:23](=[CH:22][C:21]([NH:20][C:18](=[O:19])[CH:8]([C:5]3[CH:6]=[CH:7][C:2]([O:1][CH2:34][C:35](=[O:36])[C:37]4[CH:42]=[CH:41][CH:40]=[CH:39][CH:38]=4)=[CH:3][CH:4]=3)[CH2:9][NH:10][C:11](=[O:17])[O:12][C:13]([CH3:14])([CH3:16])[CH3:15])=[CH:30][CH:29]=2)[CH:24]=[CH:25][N:26]=1, predict the reactants needed to synthesize it. The reactants are: [OH:1][C:2]1[CH:7]=[CH:6][C:5]([CH:8]([C:18]([NH:20][C:21]2[CH:22]=[C:23]3[C:28](=[CH:29][CH:30]=2)[CH:27]=[N:26][CH:25]=[CH:24]3)=[O:19])[CH2:9][NH:10][C:11](=[O:17])[O:12][C:13]([CH3:16])([CH3:15])[CH3:14])=[CH:4][CH:3]=1.[H-].[Na+].Br[CH2:34][C:35]([C:37]1[CH:42]=[CH:41][CH:40]=[CH:39][CH:38]=1)=[O:36].